From a dataset of Reaction yield outcomes from USPTO patents with 853,638 reactions. Predict the reaction yield, written as a fraction of the theoretical maximum amount of product (1.0 means a 100% yield; for example, 0.34 means a 34% yield). (1) The reactants are [N:1]([CH2:4][CH2:5][C:6]#[C:7][CH2:8][O:9][C:10]1[CH:15]=[CH:14][C:13]([S:16]([N:19]2[CH2:24][CH2:23][S:22][C:21]([CH3:26])([CH3:25])[CH:20]2[C:27]([O:29][CH3:30])=[O:28])(=[O:18])=[O:17])=[CH:12][CH:11]=1)=[N+]=[N-].C(P(CCCC)CCCC)CCC.C(#N)C.C(=O)=O.[C:50]([O:54][C:55](O[C:55]([O:54][C:50]([CH3:53])([CH3:52])[CH3:51])=[O:56])=[O:56])([CH3:53])([CH3:52])[CH3:51].C([O-])(O)=O.[Na+]. The catalyst is CCOCC.C1COCC1.C(OCC)(=O)C. The product is [CH3:30][O:29][C:27]([CH:20]1[C:21]([CH3:26])([CH3:25])[S:22][CH2:23][CH2:24][N:19]1[S:16]([C:13]1[CH:14]=[CH:15][C:10]([O:9][CH2:8][C:7]#[C:6][CH2:5][CH2:4][NH:1][C:55]([O:54][C:50]([CH3:53])([CH3:52])[CH3:51])=[O:56])=[CH:11][CH:12]=1)(=[O:18])=[O:17])=[O:28]. The yield is 0.400. (2) The reactants are [CH2:1]([N:4]1[C:12]2[C:7](=[N:8][C:9]([NH2:13])=[N:10][CH:11]=2)[N:6]([C@@H:14]2[O:26][C@H:25]([CH2:27][O:28]C(=O)C)[C@@H:20]([O:21]C(=O)C)[C@H:15]2[O:16]C(=O)C)[C:5]1=[O:32])[CH:2]=[CH2:3].C([O-])([O-])=O.[K+].[K+]. The catalyst is CO. The product is [CH2:1]([N:4]1[C:12]2[C:7](=[N:8][C:9]([NH2:13])=[N:10][CH:11]=2)[N:6]([C@@H:14]2[O:26][C@H:25]([CH2:27][OH:28])[C@@H:20]([OH:21])[C@H:15]2[OH:16])[C:5]1=[O:32])[CH:2]=[CH2:3]. The yield is 1.00.